This data is from NCI-60 drug combinations with 297,098 pairs across 59 cell lines. The task is: Regression. Given two drug SMILES strings and cell line genomic features, predict the synergy score measuring deviation from expected non-interaction effect. Drug 1: C#CCC(CC1=CN=C2C(=N1)C(=NC(=N2)N)N)C3=CC=C(C=C3)C(=O)NC(CCC(=O)O)C(=O)O. Drug 2: C1C(C(OC1N2C=NC3=C2NC=NCC3O)CO)O. Cell line: OVCAR-4. Synergy scores: CSS=0.733, Synergy_ZIP=0.307, Synergy_Bliss=2.01, Synergy_Loewe=1.59, Synergy_HSA=1.58.